Dataset: Full USPTO retrosynthesis dataset with 1.9M reactions from patents (1976-2016). Task: Predict the reactants needed to synthesize the given product. (1) The reactants are: [Cl:1][C:2]1[C:3]2[N:4]([C:8]([C@H:11]3[CH2:16][N:15]4[C:17](=[O:21])[O:18][CH:19]([CH3:20])[C@@H:14]4[CH2:13][CH2:12]3)=[N:9][CH:10]=2)[CH:5]=[CH:6][N:7]=1.C1C(=O)N([Br:29])C(=O)C1.C([O-])(O)=O.[Na+]. Given the product [Br:29][C:10]1[N:9]=[C:8]([C@H:11]2[CH2:16][N:15]3[C:17](=[O:21])[O:18][CH:19]([CH3:20])[C@@H:14]3[CH2:13][CH2:12]2)[N:4]2[CH:5]=[CH:6][N:7]=[C:2]([Cl:1])[C:3]=12, predict the reactants needed to synthesize it. (2) Given the product [C:18]([CH2:17][C:12]1([C:10]([NH:9][CH2:8][CH:7]([CH2:21][C:22]2[CH:27]=[CH:26][C:25]([Cl:28])=[C:24]([Cl:29])[CH:23]=2)[C:6]([OH:30])=[O:5])=[O:11])[CH2:16][CH2:15][CH2:14][CH2:13]1)([OH:20])=[O:19], predict the reactants needed to synthesize it. The reactants are: C([O:5][C:6](=[O:30])[CH:7]([CH2:21][C:22]1[CH:27]=[CH:26][C:25]([Cl:28])=[C:24]([Cl:29])[CH:23]=1)[CH2:8][NH:9][C:10]([C:12]1([CH2:17][C:18]([OH:20])=[O:19])[CH2:16][CH2:15][CH2:14][CH2:13]1)=[O:11])(C)(C)C.C(O)(C(F)(F)F)=O. (3) Given the product [Cl:14][C:4]1[N:3]=[C:2]([NH:24][C@H:22]([C:19]2[CH:20]=[CH:21][C:16]([F:15])=[CH:17][CH:18]=2)[CH3:23])[CH:7]=[C:6]([C:8]2[CH:9]=[N:10][N:11]([CH3:13])[CH:12]=2)[CH:5]=1, predict the reactants needed to synthesize it. The reactants are: Cl[C:2]1[CH:7]=[C:6]([C:8]2[CH:9]=[N:10][N:11]([CH3:13])[CH:12]=2)[CH:5]=[C:4]([Cl:14])[N:3]=1.[F:15][C:16]1[CH:21]=[CH:20][C:19]([C@@H:22]([NH2:24])[CH3:23])=[CH:18][CH:17]=1.C(P(C(C)(C)C)C1C=CC=CC=1C1C=CC=CC=1)(C)(C)C.CC(C)([O-])C.[Na+]. (4) Given the product [CH3:6][O:7][C:8]1[CH:9]=[C:10]([CH:13]=[CH:14][CH:15]=1)[CH2:11][N:2]([CH3:1])[C:3](=[O:5])[CH3:4], predict the reactants needed to synthesize it. The reactants are: [CH3:1][NH:2][C:3](=[O:5])[CH3:4].[CH3:6][O:7][C:8]1[CH:9]=[C:10]([CH:13]=[CH:14][CH:15]=1)[CH2:11]Br. (5) Given the product [CH:1]1([CH2:4][CH2:5][NH:6][C:10]([C:12]2[S:13][C:14]([N:17]3[CH2:18][CH2:19][N:20]([C:23](=[O:34])[C:24]4[CH:29]=[CH:28][CH:27]=[CH:26][C:25]=4[C:30]([F:33])([F:32])[F:31])[CH2:21][CH2:22]3)=[N:15][N:16]=2)=[O:9])[CH2:3][CH2:2]1, predict the reactants needed to synthesize it. The reactants are: [CH:1]1([CH2:4][CH2:5][NH2:6])[CH2:3][CH2:2]1.C([O:9][C:10]([C:12]1[S:13][C:14]([N:17]2[CH2:22][CH2:21][N:20]([C:23](=[O:34])[C:24]3[CH:29]=[CH:28][CH:27]=[CH:26][C:25]=3[C:30]([F:33])([F:32])[F:31])[CH2:19][CH2:18]2)=[N:15][N:16]=1)=O)C. (6) Given the product [CH3:1][N:2]1[C:11]2[C:6](=[CH:7][C:8]([C:18]3[CH:23]=[CH:22][CH:21]=[CH:20][CH:19]=3)=[C:9]([C:12]3[CH:17]=[CH:16][CH:15]=[CH:14][CH:13]=3)[N:10]=2)[CH2:5][CH2:4][CH:3]1[CH2:24][CH2:25][CH2:26][CH2:27][CH2:28][C:29]([OH:31])=[O:30], predict the reactants needed to synthesize it. The reactants are: [CH3:1][N:2]1[C:11]2[C:6](=[CH:7][C:8]([C:18]3[CH:23]=[CH:22][CH:21]=[CH:20][CH:19]=3)=[C:9]([C:12]3[CH:17]=[CH:16][CH:15]=[CH:14][CH:13]=3)[N:10]=2)[CH2:5][CH2:4][CH:3]1[CH2:24][CH2:25][CH2:26][CH2:27][CH2:28][C:29]([O:31]C)=[O:30].[OH-].[Li+].Cl. (7) Given the product [I:26][C:10]1[CH:11]=[CH:12][C:13]2[CH2:14][CH2:15][N:16]([C:20](=[O:25])[C:21]([F:24])([F:22])[F:23])[CH2:17][CH2:18][C:19]=2[C:9]=1[O:8][S:29]([C:28]([F:41])([F:40])[F:27])(=[O:31])=[O:30], predict the reactants needed to synthesize it. The reactants are: C(N(CC)CC)C.[OH:8][C:9]1[C:19]2[CH2:18][CH2:17][N:16]([C:20](=[O:25])[C:21]([F:24])([F:23])[F:22])[CH2:15][CH2:14][C:13]=2[CH:12]=[CH:11][C:10]=1[I:26].[F:27][C:28]([F:41])([F:40])[S:29](O[S:29]([C:28]([F:41])([F:40])[F:27])(=[O:31])=[O:30])(=[O:31])=[O:30]. (8) Given the product [N+:15]([C:34]1[C:35]([NH:40][NH2:41])=[N:36][CH:37]=[CH:38][CH:39]=1)([O-:16])=[O:43].[C:63]([OH:68])(=[O:2])[CH3:62].[CH3:29][O:28][C:22]1[CH:21]=[C:20]([CH:6]([NH:7][C:8]2[CH:9]=[CH:10][C:11]([C:14]([NH2:15])=[NH:18])=[CH:12][CH:13]=2)[C:5]2[NH:4][C:3](=[O:32])[N:40]([C:35]3[C:34]([F:33])=[CH:39][CH:38]=[CH:37][N:36]=3)[N:41]=2)[CH:25]=[C:24]([O:26][CH3:27])[N:23]=1, predict the reactants needed to synthesize it. The reactants are: C[O:2][C:3](=[O:32])[N:4]=[C:5](SC)[C:6]([C:20]1[CH:25]=[C:24]([O:26][CH3:27])[N:23]=[C:22]([O:28][CH3:29])[CH:21]=1)=[N:7][C:8]1[CH:13]=[CH:12][C:11]([C:14]2[N:18]=C(C)[O:16][N:15]=2)=[CH:10][CH:9]=1.[F:33][C:34]1[C:35]([NH:40][NH2:41])=[N:36][CH:37]=[CH:38][CH:39]=1.C[O:43]C(=O)N=C(SC)C(C1C=C(C)N=[C:63]([O:68]C)[CH:62]=1)=NC1C=CC(C2N=C(C)ON=2)=CC=1. (9) Given the product [C:1]([C:3]1[CH:4]=[C:5]2[C:9](=[CH:10][CH:11]=1)[N:8]([CH2:15][CH2:16][CH2:17][CH2:18][CH2:19][B:20]([OH:22])[OH:21])[CH:7]=[CH:6]2)#[N:2], predict the reactants needed to synthesize it. The reactants are: [C:1]([C:3]1[CH:4]=[C:5]2[C:9](=[CH:10][CH:11]=1)[NH:8][CH:7]=[CH:6]2)#[N:2].[H-].[Na+].Br[CH2:15][CH2:16][CH2:17][CH2:18][CH2:19][B:20]([OH:22])[OH:21].